This data is from Full USPTO retrosynthesis dataset with 1.9M reactions from patents (1976-2016). The task is: Predict the reactants needed to synthesize the given product. (1) Given the product [NH2:21][C:18]1[C:19]([I:6])=[CH:20][C:15]([C:13]#[N:14])=[CH:16][C:17]=1[F:25], predict the reactants needed to synthesize it. The reactants are: B(O[O-])=O.[Na+].[I-:6].[K+].S(=O)(=O)(O)O.[C:13]([C:15]1[CH:20]=[CH:19][C:18]([NH:21]C(=O)C)=[C:17]([F:25])[CH:16]=1)#[N:14].S([O-])([O-])(=O)=S.[Na+].[Na+].S(=O)(O)[O-].[Na+]. (2) Given the product [Cl:1][C:2]1[N:6]=[C:5]([Cl:7])[N:4]([CH2:8][C:9]([N:34]2[CH2:35][CH2:36][CH:31]([C:28]3[S:29][CH:30]=[C:26]([C:23]4[CH2:22][CH:21]([C:15]5[C:14]([F:13])=[CH:19][CH:18]=[CH:17][C:16]=5[F:20])[O:25][N:24]=4)[N:27]=3)[CH2:32][CH2:33]2)=[O:11])[N:3]=1, predict the reactants needed to synthesize it. The reactants are: [Cl:1][C:2]1[N:6]=[C:5]([Cl:7])[N:4]([CH2:8][C:9]([OH:11])=O)[N:3]=1.Cl.[F:13][C:14]1[CH:19]=[CH:18][CH:17]=[C:16]([F:20])[C:15]=1[CH:21]1[O:25][N:24]=[C:23]([C:26]2[N:27]=[C:28]([CH:31]3[CH2:36][CH2:35][NH:34][CH2:33][CH2:32]3)[S:29][CH:30]=2)[CH2:22]1.C(N(CC)CC)C. (3) Given the product [O:13]1[C:18]2[CH:19]=[CH:20][CH:21]=[CH:22][C:17]=2[O:16][CH2:15][C@H:14]1[C:23]([N:32]1[CH2:33][CH2:34][C@:27]2([CH3:26])[C@@H:35]([CH3:36])[C@H:31]1[CH2:30][C:40]1[CH:39]=[CH:38][C:37]([OH:41])=[CH:29][C:28]=12)=[O:24], predict the reactants needed to synthesize it. The reactants are: C(N1C=CN=C1)(N1C=CN=C1)=O.[O:13]1[C:18]2[CH:19]=[CH:20][CH:21]=[CH:22][C:17]=2[O:16][CH2:15][C@H:14]1[C:23](O)=[O:24].[CH3:26][C@:27]12[C@@H:35]([CH3:36])[C@H:31]([NH:32][CH2:33][CH2:34]1)[CH2:30][C:29]1[C:37]([OH:41])=[CH:38][CH:39]=[CH:40][C:28]2=1.